Dataset: Forward reaction prediction with 1.9M reactions from USPTO patents (1976-2016). Task: Predict the product of the given reaction. (1) Given the reactants [CH2:1]([C:5]1[N:6]=[C:7]([CH3:27])[NH:8][C:9](=[O:26])[C:10]=1[CH2:11][C:12]1[CH:17]=[CH:16][C:15]([C:18]2[C:19]([C:24]#[N:25])=[CH:20][CH:21]=[CH:22][CH:23]=2)=[CH:14][CH:13]=1)[CH2:2][CH2:3][CH3:4].N(C(N1CCCCC1)=O)=NC(N1CCCCC1)=O.C(P(CCCC)CCCC)CCC.[CH3:59][C:60]1[S:61][C:62]([CH2:66]O)=[C:63]([CH3:65])[N:64]=1, predict the reaction product. The product is: [CH2:1]([C:5]1[N:6]=[C:7]([CH3:27])[N:8]([CH2:66][C:62]2[S:61][C:60]([CH3:59])=[N:64][C:63]=2[CH3:65])[C:9](=[O:26])[C:10]=1[CH2:11][C:12]1[CH:17]=[CH:16][C:15]([C:18]2[C:19]([C:24]#[N:25])=[CH:20][CH:21]=[CH:22][CH:23]=2)=[CH:14][CH:13]=1)[CH2:2][CH2:3][CH3:4]. (2) Given the reactants [H-].[Na+].[NH:3]1[CH2:7][CH2:6][CH2:5][C:4]1=[O:8].[Br:9][CH2:10][CH2:11][CH2:12][CH2:13]Br.O, predict the reaction product. The product is: [Br:9][CH2:10][CH2:11][CH2:12][CH2:13][N:3]1[CH2:7][CH2:6][CH2:5][C:4]1=[O:8]. (3) The product is: [Br:8][C:5]1[CH:6]=[CH:7][C:2]([NH:1][C:21](=[O:22])/[CH:20]=[CH:19]/[C:18]2[CH:24]=[CH:25][CH:26]=[C:16]([C:15]([F:27])([F:28])[F:14])[CH:17]=2)=[C:3]([C:9]2[NH:13][N:12]=[N:11][N:10]=2)[CH:4]=1. Given the reactants [NH2:1][C:2]1[CH:7]=[CH:6][C:5]([Br:8])=[CH:4][C:3]=1[C:9]1[NH:13][N:12]=[N:11][N:10]=1.[F:14][C:15]([F:28])([F:27])[C:16]1[CH:17]=[C:18]([CH:24]=[CH:25][CH:26]=1)/[CH:19]=[CH:20]/[C:21](Cl)=[O:22], predict the reaction product. (4) Given the reactants [F:1][C:2]1[CH:3]=[C:4]([CH2:9][NH2:10])[CH:5]=[C:6]([F:8])[CH:7]=1.Cl[C:12]1[CH:22]=[C:16]2[N:17]([CH3:21])[CH2:18][CH2:19][CH2:20][N:15]2[C:14](=[O:23])[N:13]=1, predict the reaction product. The product is: [F:1][C:2]1[CH:3]=[C:4]([CH:5]=[C:6]([F:8])[CH:7]=1)[CH2:9][NH:10][C:12]1[CH:22]=[C:16]2[N:17]([CH3:21])[CH2:18][CH2:19][CH2:20][N:15]2[C:14](=[O:23])[N:13]=1. (5) Given the reactants [CH3:1][O:2][CH2:3][O:4][C:5]1[CH:13]=[CH:12][C:11]([I:14])=[C:10]2[C:6]=1[CH:7](O)[N:8]([C:16]([CH3:24])([C:18]1[CH:23]=[CH:22][CH:21]=[CH:20][CH:19]=1)[CH3:17])[C:9]2=[O:15].FC(F)(F)C(O)=O.C([SiH](CC)CC)C.O, predict the reaction product. The product is: [CH3:1][O:2][CH2:3][O:4][C:5]1[CH:13]=[CH:12][C:11]([I:14])=[C:10]2[C:6]=1[CH2:7][N:8]([C:16]([CH3:24])([C:18]1[CH:23]=[CH:22][CH:21]=[CH:20][CH:19]=1)[CH3:17])[C:9]2=[O:15]. (6) Given the reactants [O-:1][C:2]#[N:3].[K+].Cl.[NH2:6][CH:7]([C:33]1[CH:38]=[CH:37][CH:36]=[C:35]([Cl:39])[C:34]=1[Cl:40])[CH2:8][NH:9][C:10](=[O:32])[CH2:11][N:12]1[C:16](=[O:17])[N:15]([CH2:18][C@H:19]([OH:24])[C:20]([F:23])([F:22])[F:21])[C:14]([C:25]2[CH:30]=[CH:29][C:28]([Cl:31])=[CH:27][CH:26]=2)=[N:13]1.O.CO, predict the reaction product. The product is: [C:2]([NH:6][CH:7]([C:33]1[CH:38]=[CH:37][CH:36]=[C:35]([Cl:39])[C:34]=1[Cl:40])[CH2:8][NH:9][C:10](=[O:32])[CH2:11][N:12]1[C:16](=[O:17])[N:15]([CH2:18][C@H:19]([OH:24])[C:20]([F:21])([F:23])[F:22])[C:14]([C:25]2[CH:30]=[CH:29][C:28]([Cl:31])=[CH:27][CH:26]=2)=[N:13]1)(=[O:1])[NH2:3]. (7) Given the reactants Cl.[CH3:2][O:3][C:4](=[O:7])[CH2:5][NH2:6].[CH3:8]CN(CC)CC.[CH:15]([C:17]1([NH:20][C:21](=[O:30])[O:22][CH2:23][C:24]2[CH:29]=[CH:28][CH:27]=[CH:26][CH:25]=2)[CH2:19][CH2:18]1)=O.C([BH3-])#N.[Na+], predict the reaction product. The product is: [CH2:23]([O:22][C:21]([NH:20][C:17]1([CH2:15][NH:6][CH2:5][C:4]([O:3][CH2:2][CH3:8])=[O:7])[CH2:19][CH2:18]1)=[O:30])[C:24]1[CH:29]=[CH:28][CH:27]=[CH:26][CH:25]=1.